This data is from Full USPTO retrosynthesis dataset with 1.9M reactions from patents (1976-2016). The task is: Predict the reactants needed to synthesize the given product. (1) Given the product [CH3:2][O:3][C:4](=[O:36])[C:5]1[CH:6]=[CH:7][C:8]([O:11][C:12]2[CH:13]=[CH:14][C:15]([CH2:18][C@H:19]([NH:35][C:37](=[O:44])[CH2:38][CH2:39][CH2:40][C:41]([OH:43])=[O:42])[C:20]3[N:21]([CH2:33][CH3:34])[CH:22]=[C:23]([C:25]4[CH:30]=[CH:29][C:28]([Cl:31])=[CH:27][C:26]=4[Cl:32])[N:24]=3)=[CH:16][CH:17]=2)=[CH:9][CH:10]=1, predict the reactants needed to synthesize it. The reactants are: Cl.[CH3:2][O:3][C:4](=[O:36])[C:5]1[CH:10]=[CH:9][C:8]([O:11][C:12]2[CH:17]=[CH:16][C:15]([CH2:18][C@H:19]([NH2:35])[C:20]3[N:21]([CH2:33][CH3:34])[CH:22]=[C:23]([C:25]4[CH:30]=[CH:29][C:28]([Cl:31])=[CH:27][C:26]=4[Cl:32])[N:24]=3)=[CH:14][CH:13]=2)=[CH:7][CH:6]=1.[C:37]1(=[O:44])[O:43][C:41](=[O:42])[CH2:40][CH2:39][CH2:38]1.CCN(C(C)C)C(C)C.C(O)(=O)CC(CC(O)=O)(C(O)=O)O. (2) The reactants are: [CH3:1][C:2]1[CH:10]=[C:9]2[C:5]([C:6]([C:11]3[N:12]=[C:13]4[C:19]([C:20](O)=[O:21])=[CH:18][NH:17][C:14]4=[N:15][CH:16]=3)=[N:7][NH:8]2)=[CH:4][CH:3]=1.CCN=C=NCCCN(C)C.[NH2:34][C:35]1([CH2:38][OH:39])[CH2:37][CH2:36]1.O. Given the product [OH:39][CH2:38][C:35]1([NH:34][C:20]([C:19]2[C:13]3[C:14](=[N:15][CH:16]=[C:11]([C:6]4[C:5]5[C:9](=[CH:10][C:2]([CH3:1])=[CH:3][CH:4]=5)[NH:8][N:7]=4)[N:12]=3)[NH:17][CH:18]=2)=[O:21])[CH2:37][CH2:36]1, predict the reactants needed to synthesize it. (3) The reactants are: [Cl:1][C:2]1[CH:7]=[CH:6][C:5]([CH:8]([NH:32]C(=O)OC(C)(C)C)[C:9]([NH:11][C:12]2[CH:13]=[N:14][CH:15]=[C:16]([C:18]([C:20]3[C:28]4[CH:27]=[N:26][CH:25]=[N:24][C:23]=4[N:22]([CH:29]([CH3:31])[CH3:30])[CH:21]=3)=[O:19])[CH:17]=2)=[O:10])=[CH:4][CH:3]=1.Cl.O1CCOCC1. Given the product [NH2:32][CH:8]([C:5]1[CH:6]=[CH:7][C:2]([Cl:1])=[CH:3][CH:4]=1)[C:9]([NH:11][C:12]1[CH:13]=[N:14][CH:15]=[C:16]([C:18]([C:20]2[C:28]3[CH:27]=[N:26][CH:25]=[N:24][C:23]=3[N:22]([CH:29]([CH3:31])[CH3:30])[CH:21]=2)=[O:19])[CH:17]=1)=[O:10], predict the reactants needed to synthesize it. (4) Given the product [C:1]([O:5][C:6]([N:8]1[CH2:12][CH2:11][CH2:10][CH:9]1[C:13](=[O:23])[NH:14][C:15]1[CH:20]=[CH:19][C:18]([C:27]2[CH:28]=[CH:29][CH:30]=[CH:31][C:26]=2[S:25][CH3:24])=[CH:17][C:16]=1[Cl:22])=[O:7])([CH3:4])([CH3:3])[CH3:2], predict the reactants needed to synthesize it. The reactants are: [C:1]([O:5][C:6]([N:8]1[CH2:12][CH2:11][CH2:10][CH:9]1[C:13](=[O:23])[NH:14][C:15]1[CH:20]=[CH:19][C:18](Br)=[CH:17][C:16]=1[Cl:22])=[O:7])([CH3:4])([CH3:3])[CH3:2].[CH3:24][S:25][C:26]1[CH:31]=[CH:30][CH:29]=[CH:28][C:27]=1B(O)O.C([O-])([O-])=O.[Na+].[Na+]. (5) Given the product [CH3:1][C:2]1[C:7]2[N:8]3[CH:13]=[C:14]([C:15]([O:17][CH2:18][CH3:19])=[O:16])[N:11]=[C:9]3[S:10][C:6]=2[CH:5]=[CH:4][CH:3]=1, predict the reactants needed to synthesize it. The reactants are: [CH3:1][C:2]1[C:7]2[N:8]=[C:9]([NH2:11])[S:10][C:6]=2[CH:5]=[CH:4][CH:3]=1.Br[CH2:13][C:14](=O)[C:15]([O:17][CH2:18][CH3:19])=[O:16]. (6) Given the product [CH2:1]([O:8][C@@H:9]1[C@@H:13]([CH2:14][O:15][CH2:16][C:17]2[CH:18]=[CH:19][CH:20]=[CH:21][CH:22]=2)[O:12][C@H:11]([O:23][CH3:24])[C@@:10]1([NH:25][S:26]([C:28]([CH3:31])([CH3:30])[CH3:29])=[O:27])[CH3:32])[C:2]1[CH:7]=[CH:6][CH:5]=[CH:4][CH:3]=1, predict the reactants needed to synthesize it. The reactants are: [CH2:1]([O:8][C@@H:9]1[C@@H:13]([CH2:14][O:15][CH2:16][C:17]2[CH:22]=[CH:21][CH:20]=[CH:19][CH:18]=2)[O:12][C@H:11]([O:23][CH3:24])/[C:10]/1=[N:25]\[S:26]([C:28]([CH3:31])([CH3:30])[CH3:29])=[O:27])[C:2]1[CH:7]=[CH:6][CH:5]=[CH:4][CH:3]=1.[CH3:32][Li]. (7) Given the product [CH:1]([NH:8][CH:9]([C:14]1[CH:19]=[CH:18][CH:17]=[CH:16][CH:15]=1)[CH2:10][C:11]([OH:13])=[O:12])=[O:3], predict the reactants needed to synthesize it. The reactants are: [C:1](OC(=O)C)(=[O:3])C.[NH2:8][CH:9]([C:14]1[CH:19]=[CH:18][CH:17]=[CH:16][CH:15]=1)[CH2:10][C:11]([OH:13])=[O:12]. (8) Given the product [CH2:32]([O:31][C:29](=[O:30])[N:22]([S:23]([CH3:26])(=[O:25])=[O:24])[N:11]1[C:10](=[O:27])[C:9]2[C:14](=[CH:15][C:16]([C:17]([F:19])([F:20])[F:18])=[C:7]([N:3]3[CH:4]=[CH:5][N:6]=[C:2]3[CH3:1])[CH:8]=2)[NH:13][C:12]1=[O:21])[CH3:33], predict the reactants needed to synthesize it. The reactants are: [CH3:1][C:2]1[N:3]([C:7]2[CH:8]=[C:9]3[C:14](=[CH:15][C:16]=2[C:17]([F:20])([F:19])[F:18])[NH:13][C:12](=[O:21])[N:11]([NH:22][S:23]([CH3:26])(=[O:25])=[O:24])[C:10]3=[O:27])[CH:4]=[CH:5][N:6]=1.Cl[C:29]([O:31][CH2:32][CH3:33])=[O:30]. (9) Given the product [Cl:8][C:6]1[N:5]=[CH:4][N:3]=[C:2]([NH:34][C:31]2[CH:32]=[N:33][C:28]([N:25]3[CH2:26][CH2:27][N:22]([CH:20]4[CH2:19][O:18][CH2:21]4)[CH2:23][CH2:24]3)=[CH:29][CH:30]=2)[N:7]=1, predict the reactants needed to synthesize it. The reactants are: Cl[C:2]1[N:7]=[C:6]([Cl:8])[N:5]=[CH:4][N:3]=1.C(N(CC)C(C)C)(C)C.[O:18]1[CH2:21][CH:20]([N:22]2[CH2:27][CH2:26][N:25]([C:28]3[N:33]=[CH:32][C:31]([NH2:34])=[CH:30][CH:29]=3)[CH2:24][CH2:23]2)[CH2:19]1.